Dataset: Full USPTO retrosynthesis dataset with 1.9M reactions from patents (1976-2016). Task: Predict the reactants needed to synthesize the given product. (1) The reactants are: [C:1]([O:5][C:6]([NH:8][C@@H:9]1[C@@H:14]([OH:15])[CH2:13][CH2:12][N:11]([C:16]([O:18][CH2:19][C:20]2[CH:25]=[CH:24][CH:23]=[CH:22][CH:21]=2)=[O:17])[CH2:10]1)=[O:7])([CH3:4])([CH3:3])[CH3:2].C(N(CC)CC)C.[CH3:33][S:34](Cl)(=[O:36])=[O:35]. Given the product [C:1]([O:5][C:6]([NH:8][C@@H:9]1[C@@H:14]([O:15][S:34]([CH3:33])(=[O:36])=[O:35])[CH2:13][CH2:12][N:11]([C:16]([O:18][CH2:19][C:20]2[CH:25]=[CH:24][CH:23]=[CH:22][CH:21]=2)=[O:17])[CH2:10]1)=[O:7])([CH3:4])([CH3:2])[CH3:3], predict the reactants needed to synthesize it. (2) Given the product [CH2:3]([C:6]1[N:7]([CH2:19][CH2:20][CH2:21][CH2:22][OH:23])[C:8]2[C:17]3[CH:16]=[CH:15][CH:14]=[CH:13][C:12]=3[N:11]=[CH:10][C:9]=2[N:18]=1)[CH2:4][CH3:5], predict the reactants needed to synthesize it. The reactants are: [BH4-].[Na+].[CH2:3]([C:6]1[N:7]([CH2:19][CH2:20][CH2:21][CH:22]=[O:23])[C:8]2[C:17]3[CH:16]=[CH:15][CH:14]=[CH:13][C:12]=3[N:11]=[CH:10][C:9]=2[N:18]=1)[CH2:4][CH3:5].C(=O)(O)[O-].[Na+]. (3) Given the product [C:1]([CH2:3][NH:4][C:5]([C@@H:7]1[CH2:12][CH2:11][CH2:10][CH2:9][C@H:8]1[CH2:13][S:14]([C:17]1[CH:22]=[CH:21][C:20]([S:32][CH3:31])=[CH:19][CH:18]=1)(=[O:16])=[O:15])=[O:6])#[N:2], predict the reactants needed to synthesize it. The reactants are: [C:1]([CH2:3][NH:4][C:5]([C@@H:7]1[CH2:12][CH2:11][CH2:10][CH2:9][C@H:8]1[CH2:13][S:14]([C:17]1[CH:22]=[CH:21][C:20](F)=[CH:19][CH:18]=1)(=[O:16])=[O:15])=[O:6])#[N:2].C1(C)C=CC=CC=1.[CH3:31][S-:32].[Na+]. (4) Given the product [C:1]([O:5][C:6]([NH:8][CH:9]([CH2:16][I:22])[C:10]([O:12][CH:13]([CH3:15])[CH3:14])=[O:11])=[O:7])([CH3:4])([CH3:3])[CH3:2], predict the reactants needed to synthesize it. The reactants are: [C:1]([O:5][C:6]([NH:8][CH:9]([CH2:16]OS(C)(=O)=O)[C:10]([O:12][CH:13]([CH3:15])[CH3:14])=[O:11])=[O:7])([CH3:4])([CH3:3])[CH3:2].[I-:22].[Na+]. (5) The reactants are: [OH:1][CH2:2][C:3]([NH:14]C(=O)OC(C)(C)C)([CH2:12][OH:13])[C:4](=[O:11])[C:5]1[CH:10]=[CH:9][CH:8]=[CH:7][CH:6]=1.[ClH:22].O1CCOCC1. Given the product [Cl-:22].[OH:13][CH2:12][C:3]([CH2:2][OH:1])([NH3+:14])[C:4](=[O:11])[C:5]1[CH:10]=[CH:9][CH:8]=[CH:7][CH:6]=1, predict the reactants needed to synthesize it. (6) Given the product [CH2:9]([O:8][C:6]([C:5]1[CH:4]=[C:3]([C:11]([O:13][CH2:14][CH3:15])=[O:12])[N:2]([CH2:17][C:18]([C:20]2[CH:25]=[CH:24][C:23]([C:26]([CH3:29])([CH3:28])[CH3:27])=[CH:22][CH:21]=2)=[O:19])[N:1]=1)=[O:7])[CH3:10], predict the reactants needed to synthesize it. The reactants are: [NH:1]1[C:5]([C:6]([O:8][CH2:9][CH3:10])=[O:7])=[CH:4][C:3]([C:11]([O:13][CH2:14][CH3:15])=[O:12])=[N:2]1.Br[CH2:17][C:18]([C:20]1[CH:25]=[CH:24][C:23]([C:26]([CH3:29])([CH3:28])[CH3:27])=[CH:22][CH:21]=1)=[O:19].C(=O)([O-])[O-].[K+].[K+].